Predict the reactants needed to synthesize the given product. From a dataset of Full USPTO retrosynthesis dataset with 1.9M reactions from patents (1976-2016). Given the product [CH2:23]=[C:13]1[CH:14]2[CH2:22][CH:18]3[CH2:17][CH:16]([CH2:21][CH:20]1[CH2:19]3)[CH2:15]2, predict the reactants needed to synthesize it. The reactants are: S([O-])([O-])(=O)=O.[Mg+2].C(O[C:13]1([CH3:23])[CH:20]2[CH2:21][CH:16]3[CH2:17][CH:18]([CH2:22][CH:14]1[CH2:15]3)[CH2:19]2)(=O)C(C)=C.